From a dataset of Reaction yield outcomes from USPTO patents with 853,638 reactions. Predict the reaction yield, written as a fraction of the theoretical maximum amount of product (1.0 means a 100% yield; for example, 0.34 means a 34% yield). The reactants are Br[C:2]1[CH:3]=[C:4]2[C:9](=[CH:10][CH:11]=1)[N:8]=[CH:7][C:6]([C:12](=[O:14])[CH3:13])=[C:5]2[NH:15][C:16]1[CH:17]=[N:18][N:19]([CH:21]2[CH2:26][CH2:25][N:24]([CH3:27])[CH2:23][CH2:22]2)[CH:20]=1.[Cl:28][C:29]1[CH:34]=[C:33](B2OC(C)(C)C(C)(C)O2)[CH:32]=[C:31]([Cl:44])[C:30]=1[OH:45].C([O-])([O-])=O.[Cs+].[Cs+].[ClH:52]. The catalyst is O1CCOCC1.CO.C1C=CC(P(C2C=CC=CC=2)[C-]2C=CC=C2)=CC=1.C1C=CC(P(C2C=CC=CC=2)[C-]2C=CC=C2)=CC=1.Cl[Pd]Cl.[Fe+2]. The product is [ClH:28].[ClH:52].[Cl:28][C:29]1[CH:34]=[C:33]([C:2]2[CH:3]=[C:4]3[C:9](=[CH:10][CH:11]=2)[N:8]=[CH:7][C:6]([C:12](=[O:14])[CH3:13])=[C:5]3[NH:15][C:16]2[CH:17]=[N:18][N:19]([CH:21]3[CH2:26][CH2:25][N:24]([CH3:27])[CH2:23][CH2:22]3)[CH:20]=2)[CH:32]=[C:31]([Cl:44])[C:30]=1[OH:45]. The yield is 0.270.